Dataset: Forward reaction prediction with 1.9M reactions from USPTO patents (1976-2016). Task: Predict the product of the given reaction. (1) Given the reactants [F:1][C:2]1[CH:10]=[CH:9][CH:8]=[C:7]([NH:11][C:12]2[N:17]=[C:16]([NH:18][C:19]3[CH:27]=[C:26]4[C:22]([CH2:23][CH2:24][NH:25]4)=[CH:21][C:20]=3[O:28][CH3:29])[NH:15][C:14]3=[N:30][CH:31]=[CH:32][C:13]=23)[C:3]=1[C:4]([NH2:6])=[O:5].Br[CH2:34][C:35](Cl)=[O:36].[NH4+:38].[OH-], predict the reaction product. The product is: [F:1][C:2]1[CH:10]=[CH:9][CH:8]=[C:7]([NH:11][C:12]2[N:17]=[C:16]([NH:18][C:19]3[CH:27]=[C:26]4[C:22]([CH2:23][CH2:24][N:25]4[C:35](=[O:36])[CH2:34][NH2:38])=[CH:21][C:20]=3[O:28][CH3:29])[NH:15][C:14]3=[N:30][CH:31]=[CH:32][C:13]=23)[C:3]=1[C:4]([NH2:6])=[O:5]. (2) Given the reactants [CH3:1][N:2]([CH3:22])[CH2:3][CH2:4][O:5][CH2:6][C:7]([NH:9][C@H:10]1[CH2:14][CH2:13][N:12](C(OC(C)(C)C)=O)[CH2:11]1)=[O:8].[F:23][C:24]([F:29])([F:28])[C:25]([OH:27])=[O:26], predict the reaction product. The product is: [CH3:1][N:2]([CH3:22])[CH2:3][CH2:4][O:5][CH2:6][C:7]([NH:9][C@H:10]1[CH2:14][CH2:13][NH:12][CH2:11]1)=[O:8].[F:23][C:24]([F:29])([F:28])[C:25]([O-:27])=[O:26]. (3) Given the reactants [C:1]([C:3]1[C:8]([O:9][CH3:10])=[CH:7][C:6]([CH2:11][C:12](OC)=[O:13])=[C:5]([F:16])[CH:4]=1)#[N:2].[BH4-].[Li+], predict the reaction product. The product is: [F:16][C:5]1[C:6]([CH2:11][CH2:12][OH:13])=[CH:7][C:8]([O:9][CH3:10])=[C:3]([CH:4]=1)[C:1]#[N:2].